Dataset: Reaction yield outcomes from USPTO patents with 853,638 reactions. Task: Predict the reaction yield, written as a fraction of the theoretical maximum amount of product (1.0 means a 100% yield; for example, 0.34 means a 34% yield). (1) The reactants are [Br:1][C:2]1[C:11]2[CH2:10][CH2:9][CH:8]([C:12]3[CH:17]=[CH:16][CH:15]=[CH:14][CH:13]=3)[CH2:7][C:6]=2[C:5]([NH2:18])=[N:4][CH:3]=1.Br[CH:20]([CH3:24])[C:21](=O)[CH3:22]. The catalyst is C1COCC1. The product is [BrH:1].[Br:1][C:2]1[C:11]2[CH2:10][CH2:9][CH:8]([C:12]3[CH:13]=[CH:14][CH:15]=[CH:16][CH:17]=3)[CH2:7][C:6]=2[C:5]2=[N:18][C:20]([CH3:24])=[C:21]([CH3:22])[N:4]2[CH:3]=1. The yield is 0.660. (2) The reactants are Br[C:2]1[CH:15]=[CH:14][C:13]2[N:12]([C:16]3[CH:21]=[CH:20][CH:19]=[CH:18][CH:17]=3)[C:11]3[C:6](=[CH:7][C:8](C4C=CC=CC=4)=[CH:9][CH:10]=3)[C:5]([CH3:29])([CH3:28])[C:4]=2[CH:3]=1.[CH2:30](O)[CH3:31].C(=O)([O-])[O-].[K+].[K+].[C:39]1([CH3:45])[CH:44]=[CH:43][CH:42]=[CH:41][CH:40]=1. The catalyst is C1C=CC([P]([Pd]([P](C2C=CC=CC=2)(C2C=CC=CC=2)C2C=CC=CC=2)([P](C2C=CC=CC=2)(C2C=CC=CC=2)C2C=CC=CC=2)[P](C2C=CC=CC=2)(C2C=CC=CC=2)C2C=CC=CC=2)(C2C=CC=CC=2)C2C=CC=CC=2)=CC=1.CO. The product is [C:39]1([C:45]2[CH:31]=[CH:30][CH:29]=[CH:5][CH:28]=2)[CH:44]=[CH:43][C:42]([N:12]([C:13]2[CH:4]=[CH:3][C:2]([C:2]3[CH:15]=[CH:14][C:13]4[N:12]([C:11]5[CH:6]=[CH:7][CH:8]=[CH:9][CH:10]=5)[C:16]5[C:17](=[CH:18][C:19]([C:16]6[CH:21]=[CH:20][CH:19]=[CH:18][CH:17]=6)=[CH:20][CH:21]=5)[C:5]([CH3:28])([CH3:29])[C:4]=4[CH:3]=3)=[CH:15][CH:14]=2)[C:11]2[CH:6]=[CH:7][CH:8]=[CH:9][CH:10]=2)=[CH:41][CH:40]=1. The yield is 0.680. (3) The reactants are [Br:1][C:2]1[CH:3]=[C:4]([N+:9]([O-:11])=[O:10])[C:5](=O)[NH:6][CH:7]=1.P(Cl)(Cl)([Cl:14])=O. The catalyst is CN(C)C=O. The product is [Br:1][C:2]1[CH:3]=[C:4]([N+:9]([O-:11])=[O:10])[C:5]([Cl:14])=[N:6][CH:7]=1. The yield is 0.890. (4) The reactants are [Cl:1][C:2]1[CH:7]=[CH:6][C:5]([C:8]2[C:12]([CH2:13][O:14][C:15]3[CH:23]=[CH:22][C:18]([C:19]([OH:21])=O)=[CH:17][N:16]=3)=[CH:11][O:10][N:9]=2)=[CH:4][CH:3]=1.[CH3:24][CH:25]([NH2:30])[C:26]([F:29])([F:28])[F:27]. No catalyst specified. The product is [Cl:1][C:2]1[CH:3]=[CH:4][C:5]([C:8]2[C:12]([CH2:13][O:14][C:15]3[CH:23]=[CH:22][C:18]([C:19]([NH:30][C@@H:25]([CH3:24])[C:26]([F:29])([F:28])[F:27])=[O:21])=[CH:17][N:16]=3)=[CH:11][O:10][N:9]=2)=[CH:6][CH:7]=1. The yield is 0.980.